Predict the reactants needed to synthesize the given product. From a dataset of Full USPTO retrosynthesis dataset with 1.9M reactions from patents (1976-2016). (1) Given the product [C:1]([O:25][CH3:28])(=[O:24])[CH2:2][CH2:3][CH2:4][CH2:5][CH2:6][CH2:7][CH2:8][CH2:9][C:10]#[C:11][C:12]#[C:13][CH2:14][CH2:15][CH2:16][CH2:17][CH2:18][CH2:19][CH2:20][CH2:21][CH2:22][CH3:23], predict the reactants needed to synthesize it. The reactants are: [C:1]([OH:25])(=[O:24])[CH2:2][CH2:3][CH2:4][CH2:5][CH2:6][CH2:7][CH2:8][CH2:9][C:10]#[C:11][C:12]#[C:13][CH2:14][CH2:15][CH2:16][CH2:17][CH2:18][CH2:19][CH2:20][CH2:21][CH2:22][CH3:23].CO.[CH:28](Cl)(Cl)Cl. (2) Given the product [F:1][C:2]1[CH:3]=[CH:4][C:5]([N:8]2[C:16]3[C:11](=[CH:12][C:13]([C:17]([CH3:23])([CH3:22])[CH2:18][C:19]([NH:57][C:58]4[S:59][CH:60]=[CH:61][N:62]=4)=[O:21])=[CH:14][CH:15]=3)[CH:10]=[N:9]2)=[CH:6][CH:7]=1, predict the reactants needed to synthesize it. The reactants are: [F:1][C:2]1[CH:7]=[CH:6][C:5]([N:8]2[C:16]3[C:11](=[CH:12][C:13]([C:17]([CH3:23])([CH3:22])[CH2:18][C:19]([OH:21])=O)=[CH:14][CH:15]=3)[CH:10]=[N:9]2)=[CH:4][CH:3]=1.C(N(C(C)C)CC)(C)C.CN(C(ON1N=NC2C=CC=NC1=2)=[N+](C)C)C.F[P-](F)(F)(F)(F)F.[NH2:57][C:58]1[S:59][CH:60]=[CH:61][N:62]=1. (3) Given the product [ClH:1].[CH3:2][C:3]1([CH3:28])[CH2:8][CH2:7][CH:6]([C:9]2[CH:14]=[CH:13][C:12]([O:15][CH3:16])=[CH:11][C:10]=2[N:17]2[CH2:18][CH2:19][N:20]([CH2:23][CH2:24][CH2:25][CH2:26][CH3:27])[CH2:21][CH2:22]2)[CH2:5][CH2:4]1, predict the reactants needed to synthesize it. The reactants are: [ClH:1].[CH3:2][C:3]1([CH3:28])[CH2:8][CH2:7][C:6]([C:9]2[CH:14]=[CH:13][C:12]([O:15][CH3:16])=[CH:11][C:10]=2[N:17]2[CH2:22][CH2:21][N:20]([CH2:23][CH2:24][CH2:25][CH2:26][CH3:27])[CH2:19][CH2:18]2)=[CH:5][CH2:4]1. (4) Given the product [CH2:18]([O:17][C:15]([NH:14][C@@H:4]([CH2:5][C:6]1[CH:11]=[CH:10][C:9]([Br:12])=[C:8]([CH3:13])[CH:7]=1)[C:3]([O:2][CH3:1])=[O:25])=[O:16])[C:19]1[CH:20]=[CH:21][CH:22]=[CH:23][CH:24]=1, predict the reactants needed to synthesize it. The reactants are: [CH3:1][O:2][C:3](=[O:25])[C:4]([NH:14][C:15]([O:17][CH2:18][C:19]1[CH:24]=[CH:23][CH:22]=[CH:21][CH:20]=1)=[O:16])=[CH:5][C:6]1[CH:11]=[CH:10][C:9]([Br:12])=[C:8]([CH3:13])[CH:7]=1. (5) Given the product [CH3:25][O:26][C:27](=[O:37])[CH:28]([NH:29][C:21]([C:18]1[CH:17]=[CH:16][C:15]([C:12]2[CH:13]=[CH:14][C:9]([O:8][CH2:1][C:2]3[CH:7]=[CH:6][CH:5]=[CH:4][CH:3]=3)=[CH:10][CH:11]=2)=[CH:20][CH:19]=1)=[O:22])[CH2:30][C:31]1[CH:36]=[CH:35][CH:34]=[CH:33][CH:32]=1, predict the reactants needed to synthesize it. The reactants are: [CH2:1]([O:8][C:9]1[CH:14]=[CH:13][C:12]([C:15]2[CH:20]=[CH:19][C:18]([C:21](O)=[O:22])=[CH:17][CH:16]=2)=[CH:11][CH:10]=1)[C:2]1[CH:7]=[CH:6][CH:5]=[CH:4][CH:3]=1.Cl.[CH3:25][O:26][C:27](=[O:37])[C@H:28]([CH2:30][C:31]1[CH:36]=[CH:35][CH:34]=[CH:33][CH:32]=1)[NH2:29].Cl.C(N=C=NCCCN(C)C)C.ON1C2C=CC=CC=2N=N1.C(N(CC)CC)C. (6) Given the product [N+:3]([C:6]1[CH:11]=[CH:10][C:9]([N:12]2[CH2:16][CH2:15][CH:14]([O:17][CH2:19][CH2:20][CH2:21][Si:22]([CH3:25])([CH3:24])[CH3:23])[CH2:13]2)=[CH:8][CH:7]=1)([O-:5])=[O:4], predict the reactants needed to synthesize it. The reactants are: [H-].[Na+].[N+:3]([C:6]1[CH:11]=[CH:10][C:9]([N:12]2[CH2:16][CH2:15][CH:14]([OH:17])[CH2:13]2)=[CH:8][CH:7]=1)([O-:5])=[O:4].Cl[CH2:19][CH2:20][CH2:21][Si:22]([CH3:25])([CH3:24])[CH3:23].O. (7) Given the product [ClH:39].[O:11]([CH2:18][CH2:19][N:6]1[CH2:7][C@@H:2]([OH:1])[CH2:3][CH2:4][C@@H:5]1[C:8]([OH:10])=[O:9])[C:12]1[CH:17]=[CH:16][CH:15]=[CH:14][CH:13]=1, predict the reactants needed to synthesize it. The reactants are: [OH:1][CH:2]1[CH2:7][NH:6][CH:5]([C:8]([OH:10])=[O:9])[CH2:4][CH2:3]1.[O:11]([CH2:18][CH:19]=O)[C:12]1[CH:17]=[CH:16][CH:15]=[CH:14][CH:13]=1.C(O)(=O)C.C(O[BH-](OC(=O)C)OC(=O)C)(=O)C.[Na+].[ClH:39].O1CCOCC1. (8) Given the product [OH:8][C:9]1[CH:14]=[C:13]2[C:12](=[CH:11][C:10]=1[C:21]([F:24])([F:23])[F:22])[NH:18][CH:16]=[CH:15]2, predict the reactants needed to synthesize it. The reactants are: C([O:8][C:9]1[C:10]([C:21]([F:24])([F:23])[F:22])=[CH:11][C:12]([N+:18]([O-])=O)=[C:13]([CH2:15][C:16]#N)[CH:14]=1)C1C=CC=CC=1.O.C(O)(=O)C. (9) Given the product [C:11]([O:10][C:8]([N:6]1[CH2:7][CH:2]([O:1][CH3:21])[CH2:3][CH:4]([C:15]([OH:17])=[O:16])[CH2:5]1)=[O:9])([CH3:14])([CH3:13])[CH3:12], predict the reactants needed to synthesize it. The reactants are: [OH:1][CH:2]1[CH2:7][N:6]([C:8]([O:10][C:11]([CH3:14])([CH3:13])[CH3:12])=[O:9])[CH2:5][CH:4]([C:15]([O:17]C)=[O:16])[CH2:3]1.[H-].[Na+].[CH3:21]I. (10) Given the product [I:17][C:6]1[C:7](=[O:9])[N:8]=[C:3]([O:2][CH3:1])[NH:4][CH:5]=1, predict the reactants needed to synthesize it. The reactants are: [CH3:1][O:2][C:3]1[NH:4][CH:5]=[CH:6][C:7](=[O:9])[N:8]=1.C1C(=O)N([I:17])C(=O)C1.